The task is: Predict which catalyst facilitates the given reaction.. This data is from Catalyst prediction with 721,799 reactions and 888 catalyst types from USPTO. (1) Reactant: C([C:3]([CH2:11][CH3:12])(P(O)(O)=O)[C:4]([OH:6])=[O:5])C.[Li]CCCC.[C:18]([O:22][C:23]([N:25](C(OC(C)(C)C)=O)CC=O)=[O:24])([CH3:21])([CH3:20])[CH3:19].O. Product: [C:18]([O:22][C:23]([NH:25][CH2:12]/[CH:11]=[CH:3]/[C:4]([OH:6])=[O:5])=[O:24])([CH3:21])([CH3:20])[CH3:19]. The catalyst class is: 323. (2) Reactant: O[CH2:2][C:3]1[N:4]=[C:5]([C:8]2[CH:16]=[CH:15][CH:14]=[C:13]3[C:9]=2[CH:10]=[CH:11][N:12]3[C:17]([O:19][C:20]([CH3:23])([CH3:22])[CH3:21])=[O:18])[O:6][CH:7]=1.C1C=CC(P(C2C=CC=CC=2)C2C=CC=CC=2)=CC=1.C(Br)(Br)(Br)[Br:44]. Product: [Br:44][CH2:2][C:3]1[N:4]=[C:5]([C:8]2[CH:16]=[CH:15][CH:14]=[C:13]3[C:9]=2[CH:10]=[CH:11][N:12]3[C:17]([O:19][C:20]([CH3:23])([CH3:22])[CH3:21])=[O:18])[O:6][CH:7]=1. The catalyst class is: 2.